Dataset: Reaction yield outcomes from USPTO patents with 853,638 reactions. Task: Predict the reaction yield, written as a fraction of the theoretical maximum amount of product (1.0 means a 100% yield; for example, 0.34 means a 34% yield). The catalyst is O. The reactants are [C:1]1([CH:8]=[CH:7][C:5]([OH:6])=[CH:4][CH:3]=1)[OH:2].Br[CH2:10][CH:11]([CH2:16][CH3:17])[CH2:12][CH2:13][CH2:14][CH3:15].[OH-].[K+]. The product is [CH2:16]([CH:11]([CH2:12][CH2:13][CH2:14][CH3:15])[CH2:10][O:2][C:1]1[CH:8]=[CH:7][C:5]([O:6][CH2:10][CH:11]([CH2:16][CH3:17])[CH2:12][CH2:13][CH2:14][CH3:15])=[CH:4][CH:3]=1)[CH3:17]. The yield is 0.420.